From a dataset of Forward reaction prediction with 1.9M reactions from USPTO patents (1976-2016). Predict the product of the given reaction. (1) Given the reactants C[Si](Cl)(C)C.BrCCBr.[C:10]([O:14][C:15]([N:17]1[CH2:22][CH2:21][CH:20](I)[CH2:19][CH2:18]1)=[O:16])([CH3:13])([CH3:12])[CH3:11].[Cl:24][C:25]1[CH:30]=[C:29](I)[CH:28]=[C:27]([Cl:32])[N:26]=1, predict the reaction product. The product is: [Cl:24][C:25]1[CH:30]=[C:29]([CH:20]2[CH2:21][CH2:22][N:17]([C:15]([O:14][C:10]([CH3:13])([CH3:12])[CH3:11])=[O:16])[CH2:18][CH2:19]2)[CH:28]=[C:27]([Cl:32])[N:26]=1. (2) Given the reactants Br[CH2:2][C:3]([C:5]1[CH:6]=[C:7]([C:11]2[CH:16]=[CH:15][CH:14]=[CH:13][C:12]=2[O:17][C:18]([F:21])([F:20])[F:19])[CH:8]=[CH:9][CH:10]=1)=O.[CH3:22][CH2:23][O:24][C:25]([C:27]([NH2:29])=[S:28])=[O:26], predict the reaction product. The product is: [F:19][C:18]([F:21])([F:20])[O:17][C:12]1[CH:13]=[CH:14][CH:15]=[CH:16][C:11]=1[C:7]1[CH:8]=[CH:9][CH:10]=[C:5]([C:3]2[N:29]=[C:27]([C:25]([O:24][CH2:23][CH3:22])=[O:26])[S:28][CH:2]=2)[CH:6]=1. (3) Given the reactants [C:1]([NH:4][C:5]1[CH:12]=[CH:11][C:8]([CH:9]=O)=[C:7]([F:13])[CH:6]=1)(=[O:3])[CH3:2].[NH2:14][NH:15][C:16]([NH2:18])=[S:17], predict the reaction product. The product is: [C:1]([NH:4][C:5]1[CH:12]=[CH:11][C:8]([CH:9]=[N:14][NH:15][C:16]([NH2:18])=[S:17])=[C:7]([F:13])[CH:6]=1)(=[O:3])[CH3:2]. (4) Given the reactants [N:1]([CH2:8][CH2:9][OH:10])([CH2:5][CH2:6][OH:7])[CH2:2][CH2:3][OH:4].[C:11]([OH:14])(=[O:13])[CH3:12], predict the reaction product. The product is: [C:11]([OH:14])(=[O:13])[CH3:12].[N:1]([CH2:8][CH2:9][OH:10])([CH2:5][CH2:6][OH:7])[CH2:2][CH2:3][OH:4]. (5) Given the reactants C(N(C(C)C)CC)(C)C.[OH:10][N:11]1[C:15](=[O:16])[C:14]2=[CH:17][CH:18]=[CH:19][CH:20]=[C:13]2[C:12]1=[O:21].Br[CH2:23][CH2:24][CH2:25][OH:26], predict the reaction product. The product is: [OH:26][CH2:25][CH2:24][CH2:23][O:10][N:11]1[C:12](=[O:21])[C:13]2[C:14](=[CH:17][CH:18]=[CH:19][CH:20]=2)[C:15]1=[O:16]. (6) Given the reactants [CH3:1][N:2]1[C:6]([C:7](OCC)=O)=[CH:5][C:4]([CH3:12])=[N:3]1.C[N:14]1C(C#N)=CC=N1, predict the reaction product. The product is: [CH3:1][N:2]1[C:6]([C:7]#[N:14])=[CH:5][C:4]([CH3:12])=[N:3]1. (7) Given the reactants [NH2:1][C:2]1[CH:12]=[CH:11][C:10]([C:13]2[CH2:17][CH2:16][CH2:15][C:14]=2[C:18]2[CH:23]=[C:22]([Cl:24])[CH:21]=[CH:20][C:19]=2[O:25][CH2:26][C:27]2[CH:32]=[CH:31][CH:30]=[CH:29][CH:28]=2)=[CH:9][C:3]=1[C:4]([O:6][CH2:7][CH3:8])=[O:5].[C:33](Cl)(=[O:35])[CH3:34].C(N(CC)CC)C, predict the reaction product. The product is: [C:33]([NH:1][C:2]1[CH:12]=[CH:11][C:10]([C:13]2[CH2:17][CH2:16][CH2:15][C:14]=2[C:18]2[CH:23]=[C:22]([Cl:24])[CH:21]=[CH:20][C:19]=2[O:25][CH2:26][C:27]2[CH:28]=[CH:29][CH:30]=[CH:31][CH:32]=2)=[CH:9][C:3]=1[C:4]([O:6][CH2:7][CH3:8])=[O:5])(=[O:35])[CH3:34]. (8) Given the reactants [Cl:1][C:2]1[CH:23]=[C:22]([O:24][CH:25]2[CH2:30][CH2:29][CH2:28][CH2:27][O:26]2)[CH:21]=[CH:20][C:3]=1[CH2:4][NH:5][C:6]1[CH:11]=[CH:10][C:9]([O:12][CH2:13][CH2:14][N:15]2[CH2:19][CH2:18][CH2:17][CH2:16]2)=[CH:8][CH:7]=1.C(N(CC)CC)C.[Cl:38][C:39]1[CH:44]=[C:43]([Cl:45])[CH:42]=[CH:41][C:40]=1[S:46](Cl)(=[O:48])=[O:47].[N-]=C=O, predict the reaction product. The product is: [Cl:38][C:39]1[CH:44]=[C:43]([Cl:45])[CH:42]=[CH:41][C:40]=1[S:46]([N:5]([CH2:4][C:3]1[CH:20]=[CH:21][C:22]([O:24][CH:25]2[CH2:30][CH2:29][CH2:28][CH2:27][O:26]2)=[CH:23][C:2]=1[Cl:1])[C:6]1[CH:11]=[CH:10][C:9]([O:12][CH2:13][CH2:14][N:15]2[CH2:16][CH2:17][CH2:18][CH2:19]2)=[CH:8][CH:7]=1)(=[O:48])=[O:47].